From a dataset of Peptide-MHC class II binding affinity with 134,281 pairs from IEDB. Regression. Given a peptide amino acid sequence and an MHC pseudo amino acid sequence, predict their binding affinity value. This is MHC class II binding data. (1) The peptide sequence is VAMTKGEGGVWTF. The MHC is DRB1_1101 with pseudo-sequence DRB1_1101. The binding affinity (normalized) is 0.246. (2) The peptide sequence is KDGRRIVVPCREQDE. The MHC is DRB5_0101 with pseudo-sequence DRB5_0101. The binding affinity (normalized) is 0.487. (3) The peptide sequence is KLNKFVSPKSVVGNF. The MHC is DRB1_0701 with pseudo-sequence DRB1_0701. The binding affinity (normalized) is 0.864. (4) The peptide sequence is LKMVEPWLKNNQFCIKV. The binding affinity (normalized) is 0.646. The MHC is DRB1_0701 with pseudo-sequence DRB1_0701. (5) The peptide sequence is LGHDGTVWAQSADFP. The MHC is HLA-DPA10103-DPB10301 with pseudo-sequence HLA-DPA10103-DPB10301. The binding affinity (normalized) is 0. (6) The binding affinity (normalized) is 0.527. The peptide sequence is LIGLRIVFAVLSIVNRVRQG. The MHC is DRB1_0802 with pseudo-sequence DRB1_0802.